From a dataset of Reaction yield outcomes from USPTO patents with 853,638 reactions. Predict the reaction yield, written as a fraction of the theoretical maximum amount of product (1.0 means a 100% yield; for example, 0.34 means a 34% yield). (1) The yield is 0.190. The reactants are [N:1]1([C:7]2[C:16]3[C:11](=[CH:12][CH:13]=[CH:14][CH:15]=3)[N:10]=[CH:9][CH:8]=2)[CH2:6][CH2:5][NH:4][CH2:3][CH2:2]1.[Br:17][CH:18]([CH3:24])/[CH:19]=[CH:20]/[C:21](Cl)=[O:22]. The product is [Br:17][CH:18]([CH3:24])/[CH:19]=[CH:20]/[C:21]([N:4]1[CH2:5][CH2:6][N:1]([C:7]2[C:16]3[C:11](=[CH:12][CH:13]=[CH:14][CH:15]=3)[N:10]=[CH:9][CH:8]=2)[CH2:2][CH2:3]1)=[O:22]. The catalyst is ClCCl. (2) The reactants are [C:1]1([CH3:11])[CH:6]=[C:5](C)[CH:4]=[C:3]([CH3:8])C=1[Mg]Br.Cl[C:13]1[CH:18]=CC=[CH:15][CH:14]=1.C(C(C(C([O-])=O)O)O)([O-])=O.[K+].[Na+]. The catalyst is C1COCC1. The product is [CH3:18][CH2:13][CH2:14][CH2:15][CH2:11][CH2:1][CH2:6][CH2:5][CH2:4][CH2:3][CH3:8]. The yield is 0.930.